From a dataset of Forward reaction prediction with 1.9M reactions from USPTO patents (1976-2016). Predict the product of the given reaction. The product is: [CH2:1]([O:8][C:9]1[CH:14]=[CH:13][N:12]([CH2:29][C:30](=[O:31])[C:32]2[CH:41]=[C:40]3[C:35]([CH2:36][CH2:37][N:38]([C:42](=[O:47])[C:43]([F:46])([F:44])[F:45])[CH2:39]3)=[CH:34][CH:33]=2)[C:11](=[O:15])[CH:10]=1)[C:2]1[CH:3]=[CH:4][CH:5]=[CH:6][CH:7]=1. Given the reactants [CH2:1]([O:8][C:9]1[CH:14]=[CH:13][NH:12][C:11](=[O:15])[CH:10]=1)[C:2]1[CH:7]=[CH:6][CH:5]=[CH:4][CH:3]=1.CC([O-])(C)C.[K+].[I-].C([NH3+])(C)(C)C.Cl[CH2:29][C:30]([C:32]1[CH:41]=[C:40]2[C:35]([CH2:36][CH2:37][N:38]([C:42](=[O:47])[C:43]([F:46])([F:45])[F:44])[CH2:39]2)=[CH:34][CH:33]=1)=[O:31], predict the reaction product.